From a dataset of Full USPTO retrosynthesis dataset with 1.9M reactions from patents (1976-2016). Predict the reactants needed to synthesize the given product. (1) Given the product [NH2:1][C:2]1[CH:7]=[CH:6][C:5]([C:8]([CH3:12])([CH3:11])[C:9]#[N:10])=[C:4]([C:18]2[CH:19]=[CH:20][C:15]([Cl:14])=[CH:16][CH:17]=2)[CH:3]=1, predict the reactants needed to synthesize it. The reactants are: [NH2:1][C:2]1[CH:7]=[CH:6][C:5]([C:8]([CH3:12])([CH3:11])[C:9]#[N:10])=[C:4](Br)[CH:3]=1.[Cl:14][C:15]1[CH:20]=[CH:19][C:18](B(O)O)=[CH:17][CH:16]=1.C([O-])([O-])=O.[K+].[K+]. (2) Given the product [Cl:1][C:2]1[CH:7]=[C:6]([Cl:8])[CH:5]=[CH:4][C:3]=1/[CH:9]=[CH:10]/[CH:11]=[O:12], predict the reactants needed to synthesize it. The reactants are: [Cl:1][C:2]1[CH:7]=[C:6]([Cl:8])[CH:5]=[CH:4][C:3]=1[CH:9]=[CH:10][C:11](O)=[O:12].C(N(CC)CC)C.ClC(OCC(C)C)=O.[BH4-].[Na+].CC(OI1(OC(C)=O)(OC(C)=O)OC(=O)C2C=CC=CC1=2)=O. (3) Given the product [Cl:1][C:2]1[CH:30]=[C:6]([NH:8][C:9]2[CH:14]=[CH:13][C:12]([O:15][CH2:16][CH2:17][CH2:18][CH2:19][CH2:24][CH3:25])=[CH:11][CH:10]=2)[C:5]([F:20])=[CH:4][N:3]=1, predict the reactants needed to synthesize it. The reactants are: [Cl:1][C:2]1N=[C:6]([NH:8][C:9]2[CH:14]=[CH:13][C:12]([O:15][CH2:16][CH2:17][CH2:18][CH3:19])=[CH:11][CH:10]=2)[C:5]([F:20])=[CH:4][N:3]=1.ClC1N=C(Cl)[C:25](F)=[CH:24]N=1.[CH2:30](OC1C=CC(N)=CC=1)CCCCC. (4) Given the product [Cl:1][C:2]1[CH:3]=[CH:4][C:5]([N:8]2[CH:12]=[CH:11][C:10]([C:13]([F:14])([F:15])[F:16])=[C:9]2[CH2:17][O:18][C:24]2[CH:23]=[CH:22][C:21]([CH2:28][CH2:29][C:30]([OH:32])=[O:31])=[C:20]([F:19])[C:25]=2[F:26])=[CH:6][CH:7]=1, predict the reactants needed to synthesize it. The reactants are: [Cl:1][C:2]1[CH:7]=[CH:6][C:5]([N:8]2[CH:12]=[CH:11][C:10]([C:13]([F:16])([F:15])[F:14])=[C:9]2[CH2:17][OH:18])=[CH:4][CH:3]=1.[F:19][C:20]1[C:25]([F:26])=[C:24](O)[CH:23]=[CH:22][C:21]=1[CH2:28][CH2:29][C:30]([O:32]CC)=[O:31]. (5) The reactants are: [CH:1]1([N:6]2[CH2:14][C:11]3([CH2:13][CH2:12]3)[C:10](=[O:15])[N:9]([CH3:16])[C:8]3[CH:17]=[N:18][C:19]([NH:21][C:22]4[CH:30]=[CH:29][C:25]([C:26]([OH:28])=O)=[CH:24][C:23]=4[O:31][CH3:32])=[N:20][C:7]2=3)[CH2:5][CH2:4][CH2:3][CH2:2]1.ON1C2C=CC=CC=2N=N1.F[P-](F)(F)(F)(F)F.CN(C(N(C)C)=[N+]1C2C=CC=CC=2[N+]([O-])=N1)C.C(N(C(C)C)C(C)C)C.[NH2:76][CH:77]1[CH2:82][CH2:81][N:80]([CH3:83])[CH2:79][CH2:78]1. Given the product [CH:1]1([N:6]2[CH2:14][C:11]3([CH2:12][CH2:13]3)[C:10](=[O:15])[N:9]([CH3:16])[C:8]3[CH:17]=[N:18][C:19]([NH:21][C:22]4[CH:30]=[CH:29][C:25]([C:26]([NH:76][CH:77]5[CH2:82][CH2:81][N:80]([CH3:83])[CH2:79][CH2:78]5)=[O:28])=[CH:24][C:23]=4[O:31][CH3:32])=[N:20][C:7]2=3)[CH2:5][CH2:4][CH2:3][CH2:2]1, predict the reactants needed to synthesize it. (6) Given the product [F:39][C:40]1[CH:41]=[C:42]([NH:55][C:56]2[CH:61]=[C:60]([OH:62])[CH:59]=[CH:58][C:57]=2[C:64]2[CH:65]=[C:66]3[C:71](=[CH:72][CH:73]=2)[CH:70]=[C:69]([OH:74])[CH:68]=[CH:67]3)[CH:43]=[CH:44][C:45]=1[O:46][CH2:47][CH2:48][N:49]1[CH2:54][CH2:53][CH2:52][CH2:51][CH2:50]1, predict the reactants needed to synthesize it. The reactants are: COC1C=CC(C2C=CC3C(=CC=C(OC)C=3)C=2)=C(N)C=1.BrC1C=CC(OCCN2CCCCC2)=C(F)C=1.[F:39][C:40]1[CH:41]=[C:42]([NH:55][C:56]2[CH:61]=[C:60]([O:62]C)[CH:59]=[CH:58][C:57]=2[C:64]2[CH:73]=[CH:72][C:71]3[C:66](=[CH:67][CH:68]=[C:69]([O:74]C)[CH:70]=3)[CH:65]=2)[CH:43]=[CH:44][C:45]=1[O:46][CH2:47][CH2:48][N:49]1[CH2:54][CH2:53][CH2:52][CH2:51][CH2:50]1. (7) Given the product [Br:17][C@H:6]([CH2:10][CH:11]1[CH2:16][CH2:15][CH2:14][CH2:13][CH2:12]1)[C:7]([OH:9])=[O:8], predict the reactants needed to synthesize it. The reactants are: N([O-])=O.[Na+].N[C@H:6]([CH2:10][CH:11]1[CH2:16][CH2:15][CH2:14][CH2:13][CH2:12]1)[C:7]([OH:9])=[O:8].[Br-:17].[K+].S(=O)(=O)(O)O. (8) Given the product [F:1][C:2]1[CH:3]=[C:4]([C@@H:9]([CH:13]2[CH2:14][CH2:15][N:16]([S:19]([C:22]([F:24])([F:23])[F:25])(=[O:21])=[O:20])[CH2:17][CH2:18]2)[CH2:10][CH2:11][N:48]2[CH2:47][CH2:46][CH:45]([N:28]([CH2:26][CH3:27])[C:29](=[O:44])[CH2:30][CH:31]3[CH2:36][CH2:35][N:34]([C:37]([O:39][C:40]([CH3:43])([CH3:42])[CH3:41])=[O:38])[CH2:33][CH2:32]3)[CH2:50][CH2:49]2)[CH:5]=[C:6]([F:8])[CH:7]=1, predict the reactants needed to synthesize it. The reactants are: [F:1][C:2]1[CH:3]=[C:4]([C@@H:9]([CH:13]2[CH2:18][CH2:17][N:16]([S:19]([C:22]([F:25])([F:24])[F:23])(=[O:21])=[O:20])[CH2:15][CH2:14]2)[CH2:10][CH:11]=O)[CH:5]=[C:6]([F:8])[CH:7]=1.[CH2:26]([N:28]([CH:45]1[CH2:50][CH2:49][NH:48][CH2:47][CH2:46]1)[C:29](=[O:44])[CH2:30][CH:31]1[CH2:36][CH2:35][N:34]([C:37]([O:39][C:40]([CH3:43])([CH3:42])[CH3:41])=[O:38])[CH2:33][CH2:32]1)[CH3:27].C(O)(=O)C.C(O[BH-](OC(=O)C)OC(=O)C)(=O)C.[Na+].